From a dataset of Forward reaction prediction with 1.9M reactions from USPTO patents (1976-2016). Predict the product of the given reaction. (1) Given the reactants C(OC(=O)[NH:7][C:8]1([C:11]2[O:15][N:14]=[C:13]([CH3:16])[N:12]=2)[CH2:10][CH2:9]1)(C)(C)C.O1CCOCC1.[ClH:24], predict the reaction product. The product is: [ClH:24].[CH3:16][C:13]1[N:12]=[C:11]([C:8]2([NH2:7])[CH2:10][CH2:9]2)[O:15][N:14]=1. (2) Given the reactants [S:1]1[C:5]2[CH:6]=[CH:7][C:8]([NH:10][C:11]3[C:20]4[C:15](=[CH:16][CH:17]=[C:18](I)[CH:19]=4)[N:14]=[CH:13][N:12]=3)=[CH:9][C:4]=2[N:3]=[CH:2]1.[CH3:22][C:23]([SH:26])([CH3:25])[CH3:24].CCN(CC)CC, predict the reaction product. The product is: [S:1]1[C:5]2[CH:6]=[CH:7][C:8]([NH:10][C:11]3[C:20]4[C:15](=[CH:16][CH:17]=[C:18]([S:26][C:23]([CH3:25])([CH3:24])[CH3:22])[CH:19]=4)[N:14]=[CH:13][N:12]=3)=[CH:9][C:4]=2[N:3]=[CH:2]1.